This data is from Forward reaction prediction with 1.9M reactions from USPTO patents (1976-2016). The task is: Predict the product of the given reaction. Given the reactants [CH3:1][O:2][C:3](=[O:24])[C:4]1[CH:9]=[C:8]([C:10]2[CH:15]=[CH:14][C:13]([CH3:16])=[CH:12][N:11]=2)[CH:7]=[C:6]([NH:17][C:18](=O)[C:19]([F:22])([F:21])[CH3:20])[CH:5]=1.C1(P(C2C=CC=CC=2)C2C=CC=CC=2)C=CC=CC=1.C(Cl)(Cl)(Cl)[Cl:45], predict the reaction product. The product is: [CH3:1][O:2][C:3](=[O:24])[C:4]1[CH:9]=[C:8]([C:10]2[CH:15]=[CH:14][C:13]([CH3:16])=[CH:12][N:11]=2)[CH:7]=[C:6]([N:17]=[C:18]([Cl:45])[C:19]([F:22])([F:21])[CH3:20])[CH:5]=1.